This data is from Forward reaction prediction with 1.9M reactions from USPTO patents (1976-2016). The task is: Predict the product of the given reaction. (1) Given the reactants ClC1C=C(C=CC=1F)C1C(C2C=CC3C(=CC=C(C4N(C5CCCCC5)[C:24]5[CH:32]=[CH:33][C:34]([C:36]([OH:38])=[O:37])=[CH:35][C:23]=5N=4)C=3)N=2)=CC(OC)=CC=1.C[O:46][C:47]([C:49]1[CH:82]=[CH:81][C:52]2[N:53]([CH:75]3[CH2:80][CH2:79][CH2:78][CH2:77][CH2:76]3)[C:54]([C:56]3[CH:57]=[C:58]4[C:63](=[CH:64][CH:65]=3)[N:62]=[C:61]([C:66]3[CH:71]=[C:70]([O:72][CH3:73])[CH:69]=[CH:68][C:67]=3Br)[CH:60]=[CH:59]4)=[N:55][C:51]=2[CH:50]=1)=[O:48], predict the reaction product. The product is: [C:36]([C:34]1[CH:33]=[C:32]([CH:24]=[CH:23][CH:35]=1)[C:67]1[C:66]([C:61]2[CH:60]=[CH:59][C:58]3[C:63](=[CH:64][CH:65]=[C:56]([C:54]4[N:53]([CH:75]5[CH2:76][CH2:77][CH2:78][CH2:79][CH2:80]5)[C:52]5[CH:81]=[CH:82][C:49]([C:47]([OH:46])=[O:48])=[CH:50][C:51]=5[N:55]=4)[CH:57]=3)[N:62]=2)=[CH:71][C:70]([O:72][CH3:73])=[CH:69][CH:68]=1)([OH:38])=[O:37]. (2) The product is: [CH3:12][N:14]1[CH2:18][CH2:17][CH2:16][C@@H:15]1[CH2:19][O:20][C:21]1[CH:22]=[CH:23][C:24]([N:27]2[CH2:28][C:29]3[C:34](=[CH:33][CH:32]=[CH:31][CH:30]=3)[CH2:35]2)=[CH:25][CH:26]=1. Given the reactants [H-].[H-].[H-].[H-].[Li+].[Al+3].C(O[C:12]([N:14]1[CH2:18][CH2:17][CH2:16][C@@H:15]1[CH2:19][O:20][C:21]1[CH:26]=[CH:25][C:24]([N:27]2[C:35](=O)[C:34]3[C:29](=[CH:30][CH:31]=[CH:32][CH:33]=3)[C:28]2=O)=[CH:23][CH:22]=1)=O)(C)(C)C.O.[OH-].[Na+], predict the reaction product. (3) The product is: [CH2:1]([Si:3]([CH3:19])([CH3:20])[C:4]1[CH:8]=[C:7]([NH:40][C:43]([NH:45][C:46]2[C:55]3[C:50](=[CH:51][CH:52]=[CH:53][CH:54]=3)[C:49]([O:56][C:57]3[CH:62]=[CH:61][N:60]=[C:59]([NH:63][C:64]4[CH:65]=[CH:66][CH:67]=[CH:68][CH:69]=4)[N:58]=3)=[CH:48][CH:47]=2)=[O:28])[N:6]([C:12]2[CH:13]=[CH:14][C:15]([CH3:18])=[CH:16][CH:17]=2)[N:5]=1)[CH3:2]. Given the reactants [CH2:1]([Si:3]([CH3:20])([CH3:19])[C:4]1[CH:8]=[C:7](C(O)=O)[N:6]([C:12]2[CH:17]=[CH:16][C:15]([CH3:18])=[CH:14][CH:13]=2)[N:5]=1)[CH3:2].C1C=CC(P(N=[N+]=[N-])(C2C=CC=CC=2)=[O:28])=CC=1.C([N:40]([CH2:43]C)CC)C.[NH2:45][C:46]1[C:55]2[C:50](=[CH:51][CH:52]=[CH:53][CH:54]=2)[C:49]([O:56][C:57]2[CH:62]=[CH:61][N:60]=[C:59]([NH:63][C:64]3[CH:69]=[CH:68][CH:67]=[CH:66][CH:65]=3)[N:58]=2)=[CH:48][CH:47]=1, predict the reaction product. (4) Given the reactants [O:1]1[CH2:6][CH2:5][NH:4][S:3](=[O:8])(=[O:7])[CH2:2]1.Br[C:10]1[CH:22]=[CH:21][C:13]([C:14]([O:16][C:17]([CH3:20])([CH3:19])[CH3:18])=[O:15])=[CH:12][CH:11]=1.CC1(C)C2C(=C(P(C3C=CC=CC=3)C3C=CC=CC=3)C=CC=2)OC2C(P(C3C=CC=CC=3)C3C=CC=CC=3)=CC=CC1=2.C(=O)([O-])[O-].[Cs+].[Cs+], predict the reaction product. The product is: [O:7]=[S:3]1(=[O:8])[N:4]([C:10]2[CH:22]=[CH:21][C:13]([C:14]([O:16][C:17]([CH3:18])([CH3:19])[CH3:20])=[O:15])=[CH:12][CH:11]=2)[CH2:5][CH2:6][O:1][CH2:2]1. (5) Given the reactants C(OC([N:8]1[CH2:13][CH2:12][N:11]([C:14]([C:16]2[N:17]=[C:18]([C:47]([F:50])([F:49])[F:48])[N:19]3[CH2:24][CH2:23][N:22]([C:25](=[O:46])[CH2:26][C@H:27]([NH:38]C(OC(C)(C)C)=O)[CH2:28][C:29]4[CH:34]=[C:33]([F:35])[C:32]([F:36])=[CH:31][C:30]=4[F:37])[CH2:21][C:20]=23)=[O:15])[CH2:10][CH2:9]1)=O)(C)(C)C.[ClH:51], predict the reaction product. The product is: [ClH:51].[ClH:51].[NH2:38][C@H:27]([CH2:28][C:29]1[CH:34]=[C:33]([F:35])[C:32]([F:36])=[CH:31][C:30]=1[F:37])[CH2:26][C:25]([N:22]1[CH2:23][CH2:24][N:19]2[C:18]([C:47]([F:48])([F:50])[F:49])=[N:17][C:16]([C:14]([N:11]3[CH2:12][CH2:13][NH:8][CH2:9][CH2:10]3)=[O:15])=[C:20]2[CH2:21]1)=[O:46]. (6) Given the reactants [F:1][C:2]1[CH:7]=[CH:6][C:5]([C:8]([CH3:20])([CH3:19])[CH2:9][NH:10][C:11]2[CH:18]=[CH:17][C:14]([C:15]#[N:16])=[CH:13][N:12]=2)=[CH:4][CH:3]=1.[H-].[Al+3].[Li+].[H-].[H-].[H-].C1COCC1, predict the reaction product. The product is: [NH2:16][CH2:15][C:14]1[CH:17]=[CH:18][C:11]([NH:10][CH2:9][C:8]([C:5]2[CH:4]=[CH:3][C:2]([F:1])=[CH:7][CH:6]=2)([CH3:20])[CH3:19])=[N:12][CH:13]=1. (7) Given the reactants Cl[CH2:2][C:3]([NH:5][CH2:6][C@H:7]([OH:25])[C@@H:8]([O:15][C:16]1[CH:21]=[CH:20][C:19]([Cl:22])=[CH:18][C:17]=1[O:23][CH3:24])[C:9]1[CH:14]=[CH:13][CH:12]=[CH:11][CH:10]=1)=[O:4].CC(C)([O-])C.[K+].Cl, predict the reaction product. The product is: [Cl:22][C:19]1[CH:20]=[CH:21][C:16]([O:15][C@@H:8]([C:9]2[CH:14]=[CH:13][CH:12]=[CH:11][CH:10]=2)[C@@H:7]2[CH2:6][NH:5][C:3](=[O:4])[CH2:2][O:25]2)=[C:17]([O:23][CH3:24])[CH:18]=1.